Task: Predict the reactants needed to synthesize the given product.. Dataset: Full USPTO retrosynthesis dataset with 1.9M reactions from patents (1976-2016) (1) Given the product [NH2:34][C:35]1[C:40]([C:41]([NH2:42])=[O:9])=[C:39]([N:43]2[CH2:48][CH2:47][CH:46]([C:49]3[N:50]([CH2:64][CH2:65][N:66]4[CH2:67][CH2:68][CH2:69]4)[CH:51]=[C:52]([C:54]4[CH:55]=[CH:56][C:57]([O:60][CH:61]([F:63])[F:62])=[CH:58][CH:59]=4)[N:53]=3)[CH2:45][CH2:44]2)[N:38]=[CH:37][N:36]=1, predict the reactants needed to synthesize it. The reactants are: NC1C(C(N)=[O:9])=C(N2CCC(C3N(C)C=C(C4C=CC(F)=C(C(F)(F)F)C=4)N=3)CC2)N=CN=1.[NH2:34][C:35]1[C:40]([C:41]#[N:42])=[C:39]([N:43]2[CH2:48][CH2:47][CH:46]([C:49]3[N:50]([CH2:64][CH2:65][N:66]4[CH2:69][CH2:68][CH2:67]4)[CH:51]=[C:52]([C:54]4[CH:59]=[CH:58][C:57]([O:60][CH:61]([F:63])[F:62])=[CH:56][CH:55]=4)[N:53]=3)[CH2:45][CH2:44]2)[N:38]=[CH:37][N:36]=1. (2) Given the product [Cl:1][C:2]1[C:14]2[C:13]3[C:8](=[CH:9][CH:10]=[CH:11][CH:12]=3)[C:7]([C:20]([F:21])([F:22])[F:23])([OH:15])[C:6]=2[CH:5]=[C:4]([F:24])[CH:3]=1, predict the reactants needed to synthesize it. The reactants are: [Cl:1][C:2]1[C:14]2[C:13]3[C:8](=[CH:9][CH:10]=[CH:11][CH:12]=3)[C:7]([C:20]([F:23])([F:22])[F:21])([O:15]CC(O)=O)[C:6]=2[CH:5]=[C:4]([F:24])[CH:3]=1.C1([C@H](N)C)C2C(=CC=CC=2)C=CC=1. (3) Given the product [F:1][C:2]1[CH:3]=[CH:4][C:5]([C:6]([NH:8][C:9]2[S:13][C:12]([N:14]([CH3:25])[C:15]3[CH:16]=[C:17]4[C:22](=[CH:23][CH:24]=3)[N:21]=[CH:20][CH:19]=[CH:18]4)=[N:11][C:10]=2[C:26]([NH2:33])=[O:28])=[O:7])=[CH:31][CH:32]=1, predict the reactants needed to synthesize it. The reactants are: [F:1][C:2]1[CH:32]=[CH:31][C:5]([C:6]([NH:8][C:9]2[S:13][C:12]([N:14]([CH3:25])[C:15]3[CH:16]=[C:17]4[C:22](=[CH:23][CH:24]=3)[N:21]=[CH:20][CH:19]=[CH:18]4)=[N:11][C:10]=2[C:26]([O:28]CC)=O)=[O:7])=[CH:4][CH:3]=1.[NH3:33].CO. (4) Given the product [CH2:16]([O:12][C:11]([C@H:7]1[CH2:8][C:9](=[O:10])[N:6]1[Si:5]([C:1]([CH3:4])([CH3:3])[CH3:2])([CH3:15])[CH3:14])=[O:13])[C:17]1[CH:22]=[CH:21][CH:20]=[CH:19][CH:18]=1, predict the reactants needed to synthesize it. The reactants are: [C:1]([Si:5]([CH3:15])([CH3:14])[N:6]1[C:9](=[O:10])[CH2:8][C@@H:7]1[C:11]([OH:13])=[O:12])([CH3:4])([CH3:3])[CH3:2].[CH2:16](O)[C:17]1[CH:22]=[CH:21][CH:20]=[CH:19][CH:18]=1.C(Cl)CCl.O. (5) Given the product [CH3:9][C:10]1[CH:15]=[N:14][CH:13]=[C:12]([CH2:16][N:17]2[CH2:18][CH2:19][C:20](=[C:21]3[C:31]4[N:32]=[CH:33][CH:34]=[CH:35][C:30]=4[CH2:29][CH2:28][C:27]4[CH:26]=[C:25]([Cl:36])[CH:24]=[CH:23][C:22]3=4)[CH2:37][CH2:38]2)[CH:11]=1.[CH:2](/[C:1]([OH:8])=[O:7])=[CH:3]\[C:4]([OH:6])=[O:5], predict the reactants needed to synthesize it. The reactants are: [C:1]([OH:8])(=[O:7])/[CH:2]=[CH:3]/[C:4]([OH:6])=[O:5].[CH3:9][C:10]1[CH:15]=[N:14][CH:13]=[C:12]([CH2:16][N:17]2[CH2:38][CH2:37][C:20](=[C:21]3[C:31]4[N:32]=[CH:33][CH:34]=[CH:35][C:30]=4[CH2:29][CH2:28][C:27]4[CH:26]=[C:25]([Cl:36])[CH:24]=[CH:23][C:22]3=4)[CH2:19][CH2:18]2)[CH:11]=1. (6) Given the product [C:1]1([N:7]([CH2:25][O:26][CH2:27][CH2:28][Si:29]([CH3:31])([CH3:32])[CH3:30])[C:8]([C:10]2[N:15]=[CH:14][C:13]([C:39](=[CH2:44])[C:40]([O:42][CH3:43])=[O:41])=[CH:12][N:11]=2)=[O:9])[CH:6]=[CH:5][CH:4]=[CH:3][CH:2]=1, predict the reactants needed to synthesize it. The reactants are: [C:1]1([N:7]([CH2:25][O:26][CH2:27][CH2:28][Si:29]([CH3:32])([CH3:31])[CH3:30])[C:8]([C:10]2[N:15]=[CH:14][C:13](B3OC(C)(C)C(C)(C)O3)=[CH:12][N:11]=2)=[O:9])[CH:6]=[CH:5][CH:4]=[CH:3][CH:2]=1.FC(F)(F)S(O[C:39](=[CH2:44])[C:40]([O:42][CH3:43])=[O:41])(=O)=O.C(=O)([O-])[O-].[Na+].[Na+]. (7) Given the product [Br:8][C:6]1[CH:7]=[C:2]([N:1]([CH2:9][CH3:10])[CH2:13][CH3:14])[CH:3]=[N:4][CH:5]=1, predict the reactants needed to synthesize it. The reactants are: [NH2:1][C:2]1[CH:3]=[N:4][CH:5]=[C:6]([Br:8])[CH:7]=1.[C:9](O)(=O)[CH3:10].[CH:13](=O)[CH3:14].C(O[BH-](OC(=O)C)OC(=O)C)(=O)C.[Na+].[Na]. (8) Given the product [NH2:9][C:6]1[CH:7]=[CH:8][C:3]([C:1]#[N:2])=[C:4]([S:13]([C:16]([F:19])([F:17])[F:18])(=[O:15])=[O:14])[CH:5]=1, predict the reactants needed to synthesize it. The reactants are: [C:1]([C:3]1[CH:8]=[CH:7][C:6]([NH:9]C(=O)C)=[CH:5][C:4]=1[S:13]([C:16]([F:19])([F:18])[F:17])(=[O:15])=[O:14])#[N:2].Cl. (9) Given the product [Cl:17][C:18]1[C:23]([Cl:24])=[CH:22][CH:21]=[CH:20][C:19]=1[NH:25][C:26]([NH:16][CH2:15][C:14]1[C:9]([C:4]2[CH:5]=[CH:6][CH:7]=[CH:8][C:3]=2[O:2][CH3:1])=[N:10][CH:11]=[CH:12][CH:13]=1)=[S:27], predict the reactants needed to synthesize it. The reactants are: [CH3:1][O:2][C:3]1[CH:8]=[CH:7][CH:6]=[CH:5][C:4]=1[C:9]1[C:14]([CH2:15][NH2:16])=[CH:13][CH:12]=[CH:11][N:10]=1.[Cl:17][C:18]1[C:23]([Cl:24])=[CH:22][CH:21]=[CH:20][C:19]=1[N:25]=[C:26]=[S:27].